This data is from Catalyst prediction with 721,799 reactions and 888 catalyst types from USPTO. The task is: Predict which catalyst facilitates the given reaction. (1) Reactant: O1CCCC1CCO.[CH2:9]([N:16]1[C:20](/[CH:21]=[CH:22]/[C:23]([O:25][CH2:26][CH3:27])=[O:24])=[CH:19][C:18]([O:28][CH2:29][CH2:30][CH3:31])=[N:17]1)[C:10]1[CH:15]=[CH:14][CH:13]=[CH:12][CH:11]=1. Product: [CH2:9]([N:16]1[C:20]([CH2:21][CH2:22][C:23]([O:25][CH2:26][CH3:27])=[O:24])=[CH:19][C:18]([O:28][CH2:29][CH2:30][CH3:31])=[N:17]1)[C:10]1[CH:11]=[CH:12][CH:13]=[CH:14][CH:15]=1. The catalyst class is: 719. (2) Reactant: [Cl:1][C:2]1[N:7]=[CH:6][C:5]2[C:8]([I:11])=[N:9][NH:10][C:4]=2[CH:3]=1.CS(O)(=O)=O.[O:17]1[CH:22]=[CH:21][CH2:20][CH2:19][CH2:18]1. Product: [Cl:1][C:2]1[N:7]=[CH:6][C:5]2[C:8]([I:11])=[N:9][N:10]([CH:18]3[CH2:19][CH2:20][CH2:21][CH2:22][O:17]3)[C:4]=2[CH:3]=1. The catalyst class is: 539. (3) Reactant: [O:1]=[CH:2][C:3]([NH-:5])=[O:4].[N+:6]([C:9]1[NH:10][C:11]2[C:16]([CH:17]=1)=[CH:15][CH:14]=[CH:13][CH:12]=2)([O-])=O. Product: [O:1]=[CH:2][C:3]([NH-:5])=[O:4].[NH2:6][C:9]1[NH:10][C:11]2[C:16]([CH:17]=1)=[CH:15][CH:14]=[CH:13][CH:12]=2. The catalyst class is: 256. (4) Product: [CH3:26][O:25][C:21](=[O:24])[CH2:22][CH2:23][N:8]1[C:7]2[CH:11]=[CH:12][CH:13]=[CH:14][C:6]=2[O:5][CH:4]([CH:1]([CH3:3])[CH3:2])[C:9]1=[O:10]. The catalyst class is: 9. Reactant: [CH:1]([CH:4]1[C:9](=[O:10])[NH:8][C:7]2[CH:11]=[CH:12][CH:13]=[CH:14][C:6]=2[O:5]1)([CH3:3])[CH3:2].C(=O)([O-])[O-].[K+].[K+].[C:21]([O:25][CH3:26])(=[O:24])[CH:22]=[CH2:23].O. (5) Reactant: Cl[CH2:2][C:3]1[CH:8]=[CH:7][C:6]([N:9]2[CH:13]=[CH:12][CH:11]=[N:10]2)=[CH:5][CH:4]=1.[B:14]1([B:14]2[O:18][C:17]([CH3:20])([CH3:19])[C:16]([CH3:22])([CH3:21])[O:15]2)[O:18][C:17]([CH3:20])([CH3:19])[C:16]([CH3:22])([CH3:21])[O:15]1.C([O-])(=O)C.[K+]. Product: [CH3:21][C:16]1([CH3:22])[C:17]([CH3:20])([CH3:19])[O:18][B:14]([CH2:2][C:3]2[CH:8]=[CH:7][C:6]([N:9]3[CH:13]=[CH:12][CH:11]=[N:10]3)=[CH:5][CH:4]=2)[O:15]1. The catalyst class is: 12. (6) Reactant: [N:1]1[CH:6]=[CH:5][CH:4]=[CH:3][C:2]=1[CH3:7].C([C:10]1[CH:15]=[CH:14][CH:13]=[CH:12][N:11]=1)=C.[Na].C1(C=CC(O)=CC=1)O. Product: [CH2:7]([C:10]1[CH:15]=[CH:14][CH:13]=[CH:12][N:11]=1)[C:2]1[CH:3]=[CH:4][CH:5]=[CH:6][N:1]=1. The catalyst class is: 6. (7) Reactant: [F:1][C:2]1[CH:3]=[C:4]([CH:7]=[C:8]([C:10]2[CH:11]=[N:12][C:13]([C:16]([F:19])([F:18])[F:17])=[CH:14][CH:15]=2)[CH:9]=1)[CH2:5][NH2:6].[F:20][C:21]1[CH:26]=[CH:25][C:24]([S:27]([N:30]([CH2:34][C:35](O)=[O:36])[CH:31]([CH3:33])[CH3:32])(=[O:29])=[O:28])=[CH:23][CH:22]=1.CN(C(ON1N=NC2C=CC=NC1=2)=[N+](C)C)C.F[P-](F)(F)(F)(F)F.C(N(CC)C(C)C)(C)C.OS([O-])(=O)=O.[K+]. Product: [F:20][C:21]1[CH:22]=[CH:23][C:24]([S:27]([N:30]([CH:31]([CH3:33])[CH3:32])[CH2:34][C:35]([NH:6][CH2:5][C:4]2[CH:7]=[C:8]([C:10]3[CH:11]=[N:12][C:13]([C:16]([F:19])([F:17])[F:18])=[CH:14][CH:15]=3)[CH:9]=[C:2]([F:1])[CH:3]=2)=[O:36])(=[O:28])=[O:29])=[CH:25][CH:26]=1. The catalyst class is: 2.